Dataset: Reaction yield outcomes from USPTO patents with 853,638 reactions. Task: Predict the reaction yield, written as a fraction of the theoretical maximum amount of product (1.0 means a 100% yield; for example, 0.34 means a 34% yield). The reactants are [C:1]1([C:7](=[O:13])[CH2:8][CH2:9][N:10](C)C)[CH2:6][CH2:5][CH2:4][CH2:3][CH:2]=1.[NH4+].[OH-]. The catalyst is O1CCOCC1. The product is [NH:10]1[CH:6]2[CH:1]([CH2:2][CH2:3][CH2:4][CH2:5]2)[C:7](=[O:13])[CH2:8][CH2:9]1. The yield is 0.980.